Predict the reaction yield, written as a fraction of the theoretical maximum amount of product (1.0 means a 100% yield; for example, 0.34 means a 34% yield). From a dataset of Reaction yield outcomes from USPTO patents with 853,638 reactions. (1) The reactants are O[CH2:2][C:3]1[CH:8]=[CH:7][N:6]=[C:5]([NH:9][C:10](=[O:12])[CH3:11])[CH:4]=1.C(N(CC)CC)C.CS(Cl)(=O)=O.[Cl:25][C:26]1[CH:27]=[C:28]([CH:42]=[C:43]([CH3:45])[CH:44]=1)[C:29]([C:31]1[NH:36][C:35](=[O:37])[NH:34][C:33](=[O:38])[C:32]=1[CH:39]([CH3:41])[CH3:40])=[O:30].C(=O)([O-])[O-].[K+].[K+].[I-].[Li+]. The catalyst is C(Cl)(Cl)Cl.CN(C=O)C. The product is [Cl:25][C:26]1[CH:27]=[C:28]([CH:42]=[C:43]([CH3:45])[CH:44]=1)[C:29]([C:31]1[N:36]([CH2:2][C:3]2[CH:8]=[CH:7][N:6]=[C:5]([NH:9][C:10](=[O:12])[CH3:11])[CH:4]=2)[C:35](=[O:37])[NH:34][C:33](=[O:38])[C:32]=1[CH:39]([CH3:40])[CH3:41])=[O:30]. The yield is 0.320. (2) The reactants are [Cl:1][C:2]1[CH:3]=[CH:4][C:5]2[N:6](C(C3C=CC(N(C)C)=CC=3)=C[N:10]=2)[N:7]=1.[OH-].[NH4+].[CH2:22](O)C. No catalyst specified. The product is [Cl:1][C:2]1[N:7]=[N:6][C:5]([NH2:10])=[CH:4][C:3]=1[CH3:22]. The yield is 0.727. (3) The reactants are [NH:1]1[CH2:5][CH2:4][CH2:3][CH2:2]1.[Cl:6][C:7]1[C:30]([F:31])=[CH:29][CH:28]=[C:27]([F:32])[C:8]=1[CH2:9][N:10]1[CH2:15][CH2:14][NH:13][C:12]2[N:16]=[CH:17][C:18]([C:20]3[CH:25]=[CH:24][N:23]=[C:22](Cl)[CH:21]=3)=[CH:19][C:11]1=2. No catalyst specified. The product is [Cl:6][C:7]1[C:30]([F:31])=[CH:29][CH:28]=[C:27]([F:32])[C:8]=1[CH2:9][N:10]1[CH2:15][CH2:14][NH:13][C:12]2[N:16]=[CH:17][C:18]([C:20]3[CH:21]=[CH:22][N:23]=[C:24]([N:1]4[CH2:5][CH2:4][CH2:3][CH2:2]4)[CH:25]=3)=[CH:19][C:11]1=2. The yield is 0.350. (4) The reactants are [NH2:1][C:2]1[C:3]([C:22]([NH2:24])=[O:23])=[N:4][C:5]([C:8]2[CH:13]=[CH:12][CH:11]=[C:10]([O:14]CC3C=CC=CC=3)[CH:9]=2)=[CH:6][N:7]=1. The catalyst is [Pd].C(OCC)(=O)C. The product is [NH2:1][C:2]1[C:3]([C:22]([NH2:24])=[O:23])=[N:4][C:5]([C:8]2[CH:13]=[CH:12][CH:11]=[C:10]([OH:14])[CH:9]=2)=[CH:6][N:7]=1. The yield is 0.960. (5) The reactants are [CH2:1]([Mg]Cl)[CH3:2].[CH:5]([O:8][C:9]1[CH:14]=[CH:13][C:12]([N:15]2[C:19]3[CH:20]=[CH:21][C:22](/[CH:24]=[CH:25]\[C:26]4[CH:35]=[CH:34][C:29]([C:30](OC)=[O:31])=[CH:28][CH:27]=4)=[CH:23][C:18]=3[N:17]=[CH:16]2)=[CH:11][CH:10]=1)([CH3:7])[CH3:6]. The catalyst is CC(C)[O-].[Ti+4].CC(C)[O-].CC(C)[O-].CC(C)[O-].O1CCCC1. The product is [CH:5]([O:8][C:9]1[CH:10]=[CH:11][C:12]([N:15]2[C:19]3[CH:20]=[CH:21][C:22](/[CH:24]=[CH:25]\[C:26]4[CH:27]=[CH:28][C:29]([C:30]5([OH:31])[CH2:2][CH2:1]5)=[CH:34][CH:35]=4)=[CH:23][C:18]=3[N:17]=[CH:16]2)=[CH:13][CH:14]=1)([CH3:6])[CH3:7]. The yield is 0.0500. (6) The reactants are [N+](C1C=CC(N)=C(N)C=1)([O-])=O.[F:12][C:13]([F:27])([F:26])[C:14]1[NH:15][C:16]2[CH:22]=[C:21]([N+:23]([O-])=O)[CH:20]=[CH:19][C:17]=2[N:18]=1.[N+](C1NC2C=CC=CC=2N=1)([O-])=O. The catalyst is FC(F)(F)C(O)=O.CCOC(C)=O.CO.[Pd]. The product is [F:27][C:13]([F:12])([F:26])[C:14]1[NH:15][C:16]2[CH:22]=[C:21]([NH2:23])[CH:20]=[CH:19][C:17]=2[N:18]=1. The yield is 0.800. (7) The reactants are [CH3:1][C:2]1[C:23]([N:24]2[C:28]3[CH:29]=[CH:30][CH:31]=[CH:32][C:27]=3[N:26]=[C:25]2[CH3:33])=[CH:22][CH:21]=[CH:20][C:3]=1[CH2:4][NH:5][C:6]1[CH:19]=[CH:18][C:9]2[C@H:10]([CH2:13][C:14]([O:16]C)=[O:15])[CH2:11][O:12][C:8]=2[CH:7]=1.[OH-].[Na+]. The catalyst is O1CCCC1.CO. The product is [CH3:1][C:2]1[C:23]([N:24]2[C:28]3[CH:29]=[CH:30][CH:31]=[CH:32][C:27]=3[N:26]=[C:25]2[CH3:33])=[CH:22][CH:21]=[CH:20][C:3]=1[CH2:4][NH:5][C:6]1[CH:19]=[CH:18][C:9]2[C@H:10]([CH2:13][C:14]([OH:16])=[O:15])[CH2:11][O:12][C:8]=2[CH:7]=1. The yield is 0.590.